From a dataset of Forward reaction prediction with 1.9M reactions from USPTO patents (1976-2016). Predict the product of the given reaction. (1) Given the reactants C(N([CH2:6][CH3:7])CC)C.[F:8][C:9]([F:15])([F:14])[S:10]([OH:13])(=[O:12])=[O:11].[OH2:16], predict the reaction product. The product is: [CH2-:9][C:6]([CH3:7])=[O:16].[O-:13][S:10]([C:9]([F:15])([F:14])[F:8])(=[O:12])=[O:11]. (2) Given the reactants Br[C:2]1[CH:7]=[CH:6][C:5]([O:8][CH2:9][CH2:10][C:11]([F:14])([CH3:13])[CH3:12])=[CH:4][C:3]=1[CH3:15].[CH3:16][C:17]1[C:26](B2OC(C)(C)C(C)(C)O2)=[CH:25][CH:24]=[CH:23][C:18]=1[C:19]([O:21][CH3:22])=[O:20].C1(P(C2CCCCC2)C2C=CC=CC=2C2C(OC)=CC=CC=2OC)CCCCC1.P([O-])([O-])([O-])=O.[K+].[K+].[K+], predict the reaction product. The product is: [F:14][C:11]([CH3:13])([CH3:12])[CH2:10][CH2:9][O:8][C:5]1[CH:6]=[CH:7][C:2]([C:26]2[CH:25]=[CH:24][CH:23]=[C:18]([C:19]([O:21][CH3:22])=[O:20])[C:17]=2[CH3:16])=[C:3]([CH3:15])[CH:4]=1. (3) Given the reactants [C:1]([O:5][C:6](=[O:25])[NH:7][CH:8]([C:13]1[CH:18]=[CH:17][C:16]([O:19][C:20]([F:23])([F:22])[F:21])=[C:15]([F:24])[CH:14]=1)[CH2:9][C:10]([NH2:12])=O)([CH3:4])([CH3:3])[CH3:2].S(Cl)(Cl)=O, predict the reaction product. The product is: [C:1]([O:5][C:6](=[O:25])[NH:7][CH:8]([C:13]1[CH:18]=[CH:17][C:16]([O:19][C:20]([F:22])([F:23])[F:21])=[C:15]([F:24])[CH:14]=1)[CH2:9][C:10]#[N:12])([CH3:4])([CH3:2])[CH3:3].